From a dataset of Forward reaction prediction with 1.9M reactions from USPTO patents (1976-2016). Predict the product of the given reaction. (1) The product is: [C:1]([C:5]1[N:10]=[CH:9][C:8]([C:11]2[N:12]([C:32]([N:48]3[CH2:47][CH2:46][CH:45]([N:42]4[CH2:41][CH2:40][N:39]([CH3:38])[CH2:44][CH2:43]4)[CH2:50][CH2:49]3)=[O:33])[C@@:13]([C:25]3[CH:26]=[CH:27][C:28]([Cl:31])=[CH:29][CH:30]=3)([CH3:24])[C@@:14]([C:17]3[CH:18]=[CH:19][C:20]([Cl:23])=[CH:21][CH:22]=3)([CH3:16])[N:15]=2)=[C:7]([O:35][CH2:36][CH3:37])[CH:6]=1)([CH3:2])([CH3:3])[CH3:4]. Given the reactants [C:1]([C:5]1[N:10]=[CH:9][C:8]([C:11]2[N:12]([C:32](Cl)=[O:33])[C@@:13]([C:25]3[CH:30]=[CH:29][C:28]([Cl:31])=[CH:27][CH:26]=3)([CH3:24])[C@@:14]([C:17]3[CH:22]=[CH:21][C:20]([Cl:23])=[CH:19][CH:18]=3)([CH3:16])[N:15]=2)=[C:7]([O:35][CH2:36][CH3:37])[CH:6]=1)([CH3:4])([CH3:3])[CH3:2].[CH3:38][N:39]1[CH2:44][CH2:43][N:42]([CH:45]2[CH2:50][CH2:49][NH:48][CH2:47][CH2:46]2)[CH2:41][CH2:40]1, predict the reaction product. (2) Given the reactants [CH3:1][O:2][C:3]1[CH:4]=[C:5]2[C:9](=[CH:10][CH:11]=1)[NH:8][C:7]([C:12]1[CH:17]=[CH:16][CH:15]=[CH:14][CH:13]=1)=[CH:6]2.[H-].[Na+].Br[CH2:21][C:22]1[CH:23]=[C:24]([CH:29]=[CH:30][CH:31]=1)[C:25]([O:27][CH3:28])=[O:26].ClCCl.CCCCCC, predict the reaction product. The product is: [CH3:1][O:2][C:3]1[CH:4]=[C:5]2[C:9](=[CH:10][CH:11]=1)[N:8]([CH2:21][C:22]1[CH:23]=[C:24]([CH:29]=[CH:30][CH:31]=1)[C:25]([O:27][CH3:28])=[O:26])[C:7]([C:12]1[CH:13]=[CH:14][CH:15]=[CH:16][CH:17]=1)=[CH:6]2.